This data is from Experimentally validated miRNA-target interactions with 360,000+ pairs, plus equal number of negative samples. The task is: Binary Classification. Given a miRNA mature sequence and a target amino acid sequence, predict their likelihood of interaction. The miRNA is hsa-miR-6793-3p with sequence UCCCCAACCCCUGCCCGCAG. Result: 0 (no interaction). The protein sequence of the target gene is MALWRGGGALGLLLLSAACLIPPSAQVRRLARCPATCSCTKESIICVGSSWVPRIVPGDISSLSLVNGTFLEIKDRMFSHLPSLQLLLLNSNSFTVIRDDAFAGLFHLEYLFIEGNKIETISRNAFRGLRDLTHLDLRGNKFECDCKAKWLYLWLKMTNSTVSDVLCIGPPEYQEKKLNEVTSFDYECTTTGPQTDEAKQRGWQLELSLGFCELIFVFQHPLSDFVVHQTLPYQSVSVDTFNSKNDVYVAIAQPSMENCMVLEWDHIEMNFRSYDNITGQSIVGCKAILIDDQVFVVVAQ....